Dataset: Catalyst prediction with 721,799 reactions and 888 catalyst types from USPTO. Task: Predict which catalyst facilitates the given reaction. Reactant: [C:1]1(=[O:7])[CH2:6][CH2:5][CH2:4][CH:3]=[CH:2]1.[C:8]1(B(O)O)[CH:13]=[CH:12][CH:11]=[CH:10][CH:9]=1. Product: [C:8]1([C@@H:3]2[CH2:4][CH2:5][CH2:6][C:1](=[O:7])[CH2:2]2)[CH:13]=[CH:12][CH:11]=[CH:10][CH:9]=1. The catalyst class is: 6.